From a dataset of Forward reaction prediction with 1.9M reactions from USPTO patents (1976-2016). Predict the product of the given reaction. (1) Given the reactants C[O:2][C:3]1[CH:4]=[N:5][C:6]2[C:11]([N:12]=1)=[CH:10][C:9]([C:13]([C:15]1[CH:20]=[CH:19][C:18]([NH:21][C:22](=[O:27])[C:23]([CH3:26])([CH3:25])[CH3:24])=[CH:17][CH:16]=1)=[O:14])=[CH:8][CH:7]=2.Cl, predict the reaction product. The product is: [OH:2][C:3]1[CH:4]=[N:5][C:6]2[C:11]([N:12]=1)=[CH:10][C:9]([C:13]([C:15]1[CH:16]=[CH:17][C:18]([NH:21][C:22](=[O:27])[C:23]([CH3:25])([CH3:24])[CH3:26])=[CH:19][CH:20]=1)=[O:14])=[CH:8][CH:7]=2. (2) Given the reactants [Cl:1][C:2]1[CH:7]=[CH:6][C:5]([C:8]2[C:14]3[CH:15]=[C:16]([O:19][CH3:20])[CH:17]=[CH:18][C:13]=3[NH:12][C:11](=S)[C@H:10]([CH2:22][C:23]([O:25][CH3:26])=[O:24])[N:9]=2)=[CH:4][CH:3]=1.O.[NH2:28][NH2:29].CCN(CC)CC.[C:37](Cl)(=[O:39])[CH3:38], predict the reaction product. The product is: [C:37]([NH:28][NH:29][C:11]1[C@H:10]([CH2:22][C:23]([O:25][CH3:26])=[O:24])[N:9]=[C:8]([C:5]2[CH:6]=[CH:7][C:2]([Cl:1])=[CH:3][CH:4]=2)[C:14]2[CH:15]=[C:16]([O:19][CH3:20])[CH:17]=[CH:18][C:13]=2[N:12]=1)(=[O:39])[CH3:38]. (3) Given the reactants C([O:3][C:4](=O)[C:5]([C:39]1[CH:44]=[CH:43][C:42]([CH2:45][CH:46]([CH3:48])[CH3:47])=[CH:41][CH:40]=1)([CH3:38])[CH2:6][CH2:7][CH2:8][CH2:9][CH:10]([CH:32]1[S:37][CH2:36][CH2:35][CH2:34][S:33]1)[CH2:11][CH2:12][CH2:13][CH2:14][C:15]([C:22]1[CH:27]=[CH:26][C:25]([CH2:28][CH:29]([CH3:31])[CH3:30])=[CH:24][CH:23]=1)([CH3:21])[C:16](OCC)=[O:17])C.[H-].[Al+3].[Li+].[H-].[H-].[H-], predict the reaction product. The product is: [CH2:45]([C:42]1[CH:43]=[CH:44][C:39]([C:5]([CH3:38])([CH2:6][CH2:7][CH2:8][CH2:9][CH:10]([CH:32]2[S:33][CH2:34][CH2:35][CH2:36][S:37]2)[CH2:11][CH2:12][CH2:13][CH2:14][C:15]([C:22]2[CH:27]=[CH:26][C:25]([CH2:28][CH:29]([CH3:31])[CH3:30])=[CH:24][CH:23]=2)([CH3:21])[CH2:16][OH:17])[CH2:4][OH:3])=[CH:40][CH:41]=1)[CH:46]([CH3:48])[CH3:47]. (4) Given the reactants C[O:2][C:3](=[O:31])[C:4]1[CH:9]=[CH:8][C:7]([O:10][C:11]2[CH:16]=[CH:15][CH:14]=[C:13]([CH2:17][O:18][C:19]3[CH:24]=[CH:23][C:22]([C:25](=[O:28])[CH2:26][CH3:27])=[C:21]([OH:29])[C:20]=3[CH3:30])[CH:12]=2)=[N:6][CH:5]=1.[OH-].[Li+].O.Cl, predict the reaction product. The product is: [OH:29][C:21]1[C:20]([CH3:30])=[C:19]([CH:24]=[CH:23][C:22]=1[C:25](=[O:28])[CH2:26][CH3:27])[O:18][CH2:17][C:13]1[CH:12]=[C:11]([CH:16]=[CH:15][CH:14]=1)[O:10][C:7]1[CH:8]=[CH:9][C:4]([C:3]([OH:31])=[O:2])=[CH:5][N:6]=1. (5) Given the reactants Cl[C:2]1[C:10]2[C:9]3[CH:11]=[CH:12][CH:13]=[CH:14][C:8]=3[S:7][C:6]=2[C:5]([C:15]2[CH:16]=[CH:17][CH:18]=[C:19]3[C:24]=2[O:23][C:22]([N:25]2[CH2:30][CH2:29][O:28][CH2:27][CH2:26]2)=[CH:21][C:20]3=[O:31])=[CH:4][CH:3]=1.P([O-])([O-])([O-])=O.[K+].[K+].[K+].C1(P(C2C=CC=CC=2)C2C3OC4C(=CC=CC=4P(C4C=CC=CC=4)C4C=CC=CC=4)C(C)(C)C=3C=CC=2)C=CC=CC=1.[N:82]1([C:88]([O:90][C:91]([CH3:94])([CH3:93])[CH3:92])=[O:89])[CH2:87][CH2:86][NH:85][CH2:84][CH2:83]1, predict the reaction product. The product is: [C:91]([O:90][C:88]([N:82]1[CH2:87][CH2:86][N:85]([C:2]2[C:10]3[C:9]4[CH:11]=[CH:12][CH:13]=[CH:14][C:8]=4[S:7][C:6]=3[C:5]([C:15]3[CH:16]=[CH:17][CH:18]=[C:19]4[C:24]=3[O:23][C:22]([N:25]3[CH2:30][CH2:29][O:28][CH2:27][CH2:26]3)=[CH:21][C:20]4=[O:31])=[CH:4][CH:3]=2)[CH2:84][CH2:83]1)=[O:89])([CH3:94])([CH3:92])[CH3:93]. (6) Given the reactants [CH2:1]([NH:3][C:4]1[N:9]=[C:8]([C:10]2[CH:11]=[C:12]([C:17]([OH:19])=O)[C:13](=[O:16])[NH:14][N:15]=2)[CH:7]=[CH:6][N:5]=1)[CH3:2].CN(C=O)C.C(N(CC)CC)C.[Cl:32][C:33]1[CH:38]=[CH:37][C:36]([NH2:39])=[C:35]([NH2:40])[CH:34]=1, predict the reaction product. The product is: [NH2:40][C:35]1[CH:34]=[C:33]([Cl:32])[CH:38]=[CH:37][C:36]=1[NH:39][C:17]([C:12]1[C:13](=[O:16])[NH:14][N:15]=[C:10]([C:8]2[CH:7]=[CH:6][N:5]=[C:4]([NH:3][CH2:1][CH3:2])[N:9]=2)[CH:11]=1)=[O:19]. (7) Given the reactants [C:1]([C:3]1[CH:4]=[C:5]([NH:9][C:10](=[O:33])[NH:11][C:12]2[CH:17]=[CH:16][C:15]([S:18]([NH:21][CH2:22][C:23]3[CH:28]=[CH:27][C:26]([S:29](=[O:32])(=[O:31])[NH2:30])=[CH:25][CH:24]=3)(=[O:20])=[O:19])=[CH:14][CH:13]=2)[CH:6]=[CH:7][CH:8]=1)#[N:2].[CH2:34]([N:38]1[CH2:43][CH2:42][NH:41][CH2:40][C:39]1=[O:44])[CH2:35][CH2:36][CH3:37], predict the reaction product. The product is: [CH2:34]([N:38]1[CH2:43][CH2:42][N:41]([C:1](=[NH:2])[C:3]2[CH:4]=[C:5]([NH:9][C:10](=[O:33])[NH:11][C:12]3[CH:17]=[CH:16][C:15]([S:18]([NH:21][CH2:22][C:23]4[CH:28]=[CH:27][C:26]([S:29](=[O:31])(=[O:32])[NH2:30])=[CH:25][CH:24]=4)(=[O:20])=[O:19])=[CH:14][CH:13]=3)[CH:6]=[CH:7][CH:8]=2)[CH2:40][C:39]1=[O:44])[CH2:35][CH2:36][CH3:37].